This data is from Full USPTO retrosynthesis dataset with 1.9M reactions from patents (1976-2016). The task is: Predict the reactants needed to synthesize the given product. (1) Given the product [NH2:1][C:2]1[N:7]2[CH:8]=[C:9]([CH2:11][CH3:12])[N:10]=[C:6]2[C:5]([C:13]([NH:15][CH2:16][CH:17]2[CH2:22][CH2:21][N:20]([CH2:23][CH2:24][NH:41][S:42]([CH3:45])(=[O:44])=[O:43])[CH2:19][CH2:18]2)=[O:14])=[CH:4][C:3]=1[Cl:30], predict the reactants needed to synthesize it. The reactants are: [NH2:1][C:2]1[N:7]2[CH:8]=[C:9]([CH2:11][CH3:12])[N:10]=[C:6]2[C:5]([C:13]([NH:15][CH2:16][CH:17]2[CH2:22][CH2:21][N:20]([CH2:23][C:24](=O)C(C)(C)C)[CH2:19][CH2:18]2)=[O:14])=[CH:4][C:3]=1[Cl:30].NCC1CCN(CC[NH:41][S:42]([CH3:45])(=[O:44])=[O:43])CC1. (2) Given the product [CH2:20]([O:21][C:10]12[CH2:12][CH:6]3[CH2:7][CH:8]([CH2:13][CH:4]([C:5]3=[O:14])[CH2:11]1)[CH2:9]2)[CH3:19], predict the reactants needed to synthesize it. The reactants are: [H-].[Na+].O[C:4]12[CH2:13][CH:8]3[CH2:9][CH:10]([CH2:12][CH:6]([CH2:7]3)[C:5]1=[O:14])[CH2:11]2.C(Br)C.C1C[O:21][CH2:20][CH2:19]1. (3) Given the product [Cl:30][C:31]1[N:36]=[C:35]([C:2]2[C:10]3[C:5](=[CH:6][CH:7]=[C:8]([C:11]4[O:15][C:14]([NH:16][CH:17]([CH3:18])[CH3:19])=[N:13][N:12]=4)[CH:9]=3)[N:4]([S:20]([C:23]3[CH:24]=[CH:25][C:26]([CH3:27])=[CH:28][CH:29]=3)(=[O:22])=[O:21])[CH:3]=2)[CH:34]=[CH:33][N:32]=1, predict the reactants needed to synthesize it. The reactants are: I[C:2]1[C:10]2[C:5](=[CH:6][CH:7]=[C:8]([C:11]3[O:15][C:14]([NH:16][CH:17]([CH3:19])[CH3:18])=[N:13][N:12]=3)[CH:9]=2)[N:4]([S:20]([C:23]2[CH:29]=[CH:28][C:26]([CH3:27])=[CH:25][CH:24]=2)(=[O:22])=[O:21])[CH:3]=1.[Cl:30][C:31]1[N:36]=[C:35]([Sn](CCCC)(CCCC)CCCC)[CH:34]=[CH:33][N:32]=1. (4) Given the product [Br:22][C:21]1[CH:20]=[C:19]([C:23](=[O:33])[NH:24][CH2:25][C:26]2[CH:31]=[CH:30][CH:29]=[C:28]([OH:32])[CH:27]=2)[S:18][C:17]=1[C:15]([NH:14][C@@H:4]([CH2:5][NH:6][C:7]([C:9]1[S:10][CH:11]=[CH:12][CH:13]=1)=[O:8])[C:3]([OH:34])=[O:2])=[O:16], predict the reactants needed to synthesize it. The reactants are: C[O:2][C:3](=[O:34])[C@@H:4]([NH:14][C:15]([C:17]1[S:18][C:19]([C:23](=[O:33])[NH:24][CH2:25][C:26]2[CH:31]=[CH:30][CH:29]=[C:28]([OH:32])[CH:27]=2)=[CH:20][C:21]=1[Br:22])=[O:16])[CH2:5][NH:6][C:7]([C:9]1[S:10][CH:11]=[CH:12][CH:13]=1)=[O:8].O.[OH-].[Li+].Cl. (5) Given the product [Br:31][C:30]1[C:4]([Br:3])=[CH:5][C:6]2[NH:10][C:9]([CH:11]([NH2:21])[CH2:12][C:13]3[CH:14]=[CH:15][C:16]([O:19][CH3:20])=[CH:17][CH:18]=3)=[N:8][C:7]=2[CH:29]=1, predict the reactants needed to synthesize it. The reactants are: N#N.[Br:3][C:4]1[C:30]([Br:31])=[CH:29][C:7]2[NH:8][C:9]([CH:11]([NH:21]C(=O)OC(C)(C)C)[CH2:12][C:13]3[CH:18]=[CH:17][C:16]([O:19][CH3:20])=[CH:15][CH:14]=3)=[N:10][C:6]=2[CH:5]=1.Cl. (6) Given the product [CH2:3]([O:10][CH2:11][C@H:12]1[CH2:17][CH2:16][C@H:15]2[C@H:18]3[C@H:28]([CH2:29][CH2:30][C@:13]12[CH3:14])[C@:26]1([CH3:27])[C@H:21]([CH2:22][C@@H:23]([O:31][CH2:32][O:33][CH3:34])[CH2:24][CH2:25]1)[C@H:20]([O:35][CH3:36])[CH2:19]3)[C:4]1[CH:9]=[CH:8][CH:7]=[CH:6][CH:5]=1, predict the reactants needed to synthesize it. The reactants are: [H-].[Na+].[CH2:3]([O:10][CH2:11][C@H:12]1[CH2:17][CH2:16][C@H:15]2[C@H:18]3[C@H:28]([CH2:29][CH2:30][C@:13]12[CH3:14])[C@:26]1([CH3:27])[C@H:21]([CH2:22][C@@H:23]([O:31][CH2:32][O:33][CH3:34])[CH2:24][CH2:25]1)[C@H:20]([OH:35])[CH2:19]3)[C:4]1[CH:9]=[CH:8][CH:7]=[CH:6][CH:5]=1.[CH3:36]I.